Dataset: Catalyst prediction with 721,799 reactions and 888 catalyst types from USPTO. Task: Predict which catalyst facilitates the given reaction. (1) The catalyst class is: 4. Product: [Br:9][C:4]1[C:5](=[O:8])[CH2:6][CH2:7][C:3]=1[O:2][CH3:1]. Reactant: [CH3:1][O:2][C:3]1[CH2:7][CH2:6][C:5](=[O:8])[CH:4]=1.[Br:9]N1C(=O)CCC1=O. (2) The catalyst class is: 100. Product: [S:35](=[O:36])(=[O:37])([O:34][CH2:33][C@@H:6]1[C@@H:5]([OH:4])[CH2:9][C@H:8]([N:10]2[C:14]3[N:15]=[CH:16][N:17]=[C:18]([CH2:19][CH2:20][C:21]4[CH:26]=[CH:25][CH:24]=[CH:23][CH:22]=4)[C:13]=3[C:12]([C:27]#[CH:28])=[CH:11]2)[O:7]1)[NH2:38]. Reactant: C([O:4][C@H:5]1[CH2:9][C@H:8]([N:10]2[C:14]3[N:15]=[CH:16][N:17]=[C:18]([CH2:19][CH2:20][C:21]4[CH:26]=[CH:25][CH:24]=[CH:23][CH:22]=4)[C:13]=3[C:12]([C:27]#[C:28][Si](C)(C)C)=[CH:11]2)[O:7][C@@H:6]1[CH2:33][O:34][S:35]([NH2:38])(=[O:37])=[O:36])(=O)C.C([O-])([O-])=O.[K+].[K+]. (3) Reactant: FC(F)(F)S(O[Si](C)(C)C)(=O)=O.[CH3:13][N:14]([CH3:40])[CH2:15][CH2:16][CH2:17][NH:18][C:19]([C@@H:21]1[CH2:35][C@H:34]2[C@@H:24]([CH2:25][C:26]3[C:36]4[C:29](=[CH:30][CH:31]=[CH:32][C:33]2=4)[NH:28][CH:27]=3)[N:23]([CH2:37][CH:38]=[CH2:39])[CH2:22]1)=[O:20].C(N(CC)CC)C.[CH2:48]([N:50]=[C:51]=[O:52])[CH3:49].[F-].C([N+](CCCC)(CCCC)CCCC)CCC.C1COCC1. Product: [CH3:49][CH2:48][NH:50][C:51]([N:18]([C:19]([C@H:21]1[CH2:22][N:23]([CH2:37][CH:38]=[CH2:39])[C@H:24]2[C@@H:34]([C:33]3[C:36]4[C:26]([CH2:25]2)=[CH:27][NH:28][C:29]=4[CH:30]=[CH:31][CH:32]=3)[CH2:35]1)=[O:20])[CH2:17][CH2:16][CH2:15][N:14]([CH3:13])[CH3:40])=[O:52]. The catalyst class is: 4. (4) Reactant: [O:1]1[CH:6]=[CH:5][CH2:4][CH2:3][CH2:2]1.CC1C=CC(S(O)(=O)=O)=CC=1.[Br:18][C:19]1[CH:20]=[CH:21][C:22]2[C:28]3[NH:29][N:30]=[C:31]([C:32]([O:34][CH2:35][CH3:36])=[O:33])[C:27]=3[CH2:26][O:25][C:23]=2[CH:24]=1. Product: [Br:18][C:19]1[CH:20]=[CH:21][C:22]2[C:28]3[N:29]([CH:2]4[CH2:3][CH2:4][CH2:5][CH2:6][O:1]4)[N:30]=[C:31]([C:32]([O:34][CH2:35][CH3:36])=[O:33])[C:27]=3[CH2:26][O:25][C:23]=2[CH:24]=1. The catalyst class is: 489. (5) Reactant: [Cl:1][C:2]1[CH:3]=[C:4]([C:12]2[O:16][N:15]=[C:14]([C:17]3[CH:18]=[CH:19][CH:20]=[C:21]4[C:25]=3[NH:24][CH:23]=[C:22]4[CH2:26][CH2:27][CH2:28][C:29]([O:31]CC)=[O:30])[N:13]=2)[CH:5]=[CH:6][C:7]=1[O:8][CH:9]([CH3:11])[CH3:10].[OH-].[Na+].Cl. Product: [Cl:1][C:2]1[CH:3]=[C:4]([C:12]2[O:16][N:15]=[C:14]([C:17]3[CH:18]=[CH:19][CH:20]=[C:21]4[C:25]=3[NH:24][CH:23]=[C:22]4[CH2:26][CH2:27][CH2:28][C:29]([OH:31])=[O:30])[N:13]=2)[CH:5]=[CH:6][C:7]=1[O:8][CH:9]([CH3:10])[CH3:11]. The catalyst class is: 1.